This data is from Reaction yield outcomes from USPTO patents with 853,638 reactions. The task is: Predict the reaction yield, written as a fraction of the theoretical maximum amount of product (1.0 means a 100% yield; for example, 0.34 means a 34% yield). (1) The reactants are [F:1][C:2]1[CH:3]=[C:4]([S:11]([N:14]=[CH:15][N:16]([CH3:18])[CH3:17])(=[O:13])=[O:12])[CH:5]=[C:6]([F:10])[C:7]=1[CH2:8][OH:9].CCN(CC)CC.[CH3:26][S:27](Cl)(=[O:29])=[O:28]. The catalyst is C(Cl)Cl. The product is [CH3:26][S:27]([O:9][CH2:8][C:7]1[C:2]([F:1])=[CH:3][C:4]([S:11](=[O:12])(=[O:13])[N:14]=[CH:15][N:16]([CH3:18])[CH3:17])=[CH:5][C:6]=1[F:10])(=[O:29])=[O:28]. The yield is 0.280. (2) The reactants are [C:1]([C:5]1[CH:9]=[C:8]([NH:10][C:11]([NH:13][C@@H:14]2[C:23]3[C:18](=[CH:19][CH:20]=[CH:21][CH:22]=3)[C@H:17]([O:24][C:25]3[CH:26]=[CH:27][C:28]4[N:29]([C:31]([N:34]5[C@H:39]([CH3:40])[CH2:38][CH2:37][CH2:36][C@@H:35]5[CH3:41])=[N:32][N:33]=4)[CH:30]=3)[CH2:16][CH2:15]2)=[O:12])[N:7]([C:42]2[CH:43]=[N:44][N:45]([CH2:47][CH2:48]OS(C)(=O)=O)[CH:46]=2)[N:6]=1)([CH3:4])([CH3:3])[CH3:2].[CH3:54][NH:55][CH3:56]. The catalyst is C1COCC1. The product is [C:1]([C:5]1[CH:9]=[C:8]([NH:10][C:11]([NH:13][C@@H:14]2[C:23]3[C:18](=[CH:19][CH:20]=[CH:21][CH:22]=3)[C@H:17]([O:24][C:25]3[CH:26]=[CH:27][C:28]4[N:29]([C:31]([N:34]5[C@H:39]([CH3:40])[CH2:38][CH2:37][CH2:36][C@@H:35]5[CH3:41])=[N:32][N:33]=4)[CH:30]=3)[CH2:16][CH2:15]2)=[O:12])[N:7]([C:42]2[CH:43]=[N:44][N:45]([CH2:47][CH2:48][N:55]([CH3:56])[CH3:54])[CH:46]=2)[N:6]=1)([CH3:3])([CH3:2])[CH3:4]. The yield is 0.290. (3) The reactants are O[Li].O.C[O:5][C:6](=[O:27])[CH2:7][CH2:8][C:9]1[C:10](=[O:26])[N:11]([CH2:15][C:16]2[CH:21]=[CH:20][C:19]([O:22][CH3:23])=[CH:18][C:17]=2[O:24][CH3:25])[CH2:12][CH2:13][CH:14]=1.Cl. The catalyst is C1COCC1. The product is [CH3:25][O:24][C:17]1[CH:18]=[C:19]([O:22][CH3:23])[CH:20]=[CH:21][C:16]=1[CH2:15][N:11]1[CH2:12][CH2:13][CH:14]=[C:9]([CH2:8][CH2:7][C:6]([OH:27])=[O:5])[C:10]1=[O:26]. The yield is 0.800. (4) The reactants are [Br:1][C:2]1[CH:7]=[CH:6][C:5]([CH3:8])=[CH:4][C:3]=1[CH2:9][C:10](O)=O.[C:13]1([NH:19][C:20](=[S:23])[NH:21][NH2:22])[CH:18]=[CH:17][CH:16]=[CH:15][CH:14]=1. No catalyst specified. The product is [Br:1][C:2]1[CH:7]=[CH:6][C:5]([CH3:8])=[CH:4][C:3]=1[CH2:9][C:10]1[N:19]([C:13]2[CH:14]=[CH:15][CH:16]=[CH:17][CH:18]=2)[C:20](=[S:23])[NH:21][N:22]=1. The yield is 0.550. (5) The reactants are C[Si](C)(C)[N-][Si](C)(C)C.[Li+].[F:11][C:12]1[CH:18]=[C:17]([I:19])[CH:16]=[CH:15][C:13]=1[NH2:14].[Br:20][C:21]1[CH:22]=[C:23]([C:27](F)=[CH:28][N:29]=1)[C:24]([OH:26])=[O:25]. The catalyst is C1COCC1.CCOC(C)=O. The product is [Br:20][C:21]1[CH:22]=[C:23]([C:27]([NH:14][C:13]2[CH:15]=[CH:16][C:17]([I:19])=[CH:18][C:12]=2[F:11])=[CH:28][N:29]=1)[C:24]([OH:26])=[O:25]. The yield is 0.590. (6) The reactants are [F:1][C:2]([F:22])([F:21])[O:3][C:4]1[CH:5]=[C:6]([C:10]2[N:11]=[C:12]([CH:15]3[CH2:20][CH2:19][NH:18][CH2:17][CH2:16]3)[NH:13][CH:14]=2)[CH:7]=[CH:8][CH:9]=1.Cl[C:24]1[N:32]=[CH:31][N:30]=[C:29]2[C:25]=1[NH:26][CH:27]=[N:28]2.C(N(CC)CC)C. The catalyst is CC(O)C. The product is [F:22][C:2]([F:1])([F:21])[O:3][C:4]1[CH:5]=[C:6]([C:10]2[N:11]=[C:12]([CH:15]3[CH2:16][CH2:17][N:18]([C:24]4[N:32]=[CH:31][N:30]=[C:29]5[C:25]=4[NH:26][CH:27]=[N:28]5)[CH2:19][CH2:20]3)[NH:13][CH:14]=2)[CH:7]=[CH:8][CH:9]=1. The yield is 0.650. (7) The reactants are C([C:5]1C=C(C)C=C(C(C)(C)C)[N:6]=1)(C)(C)C.FC(F)(F)S(O[CH2:22][C:23]([F:31])([F:30])[C:24]1[CH:29]=[CH:28][CH:27]=[CH:26][N:25]=1)(=O)=O.NN1[C:40](=[O:41])[CH:39]=[C:38]([CH3:42])[N:37]([CH2:43][C:44]([O:46][C:47]([CH3:50])([CH3:49])[CH3:48])=[O:45])[C:36]1=[O:51]. The catalyst is ClCCCl. The product is [F:30][C:23]([F:31])([C:24]1[CH:29]=[CH:28][CH:27]=[CH:26][N:25]=1)[CH2:22][NH:6][CH:5]1[C:40](=[O:41])[CH:39]=[C:38]([CH3:42])[N:37]([CH2:43][C:44]([O:46][C:47]([CH3:50])([CH3:49])[CH3:48])=[O:45])[C:36]1=[O:51]. The yield is 0.803. (8) The reactants are [CH3:1][C:2]1([NH:15][C:16]([NH2:18])=[S:17])[CH2:7][CH2:6][N:5]([C:8]2[CH:13]=[C:12]([CH3:14])[N:11]=[CH:10][N:9]=2)[CH2:4][CH2:3]1.[CH3:19][I:20]. The catalyst is CCO. The product is [IH:20].[CH3:1][C:2]1([NH:15][C:16]([S:17][CH3:19])=[NH:18])[CH2:3][CH2:4][N:5]([C:8]2[CH:13]=[C:12]([CH3:14])[N:11]=[CH:10][N:9]=2)[CH2:6][CH2:7]1. The yield is 0.960. (9) The reactants are [CH2:1]([N:3]1[C:7](=[O:8])[CH:6]=[CH:5][C:4]1=[O:9])[CH3:2].[NH:10]=[N+:11]=[N-:12].C1(=O)NC(=O)C=C1. The catalyst is C1(C)C=CC=CC=1. The product is [N:10]([CH:5]1[CH2:6][C:7](=[O:8])[N:3]([CH2:1][CH3:2])[C:4]1=[O:9])=[N+:11]=[N-:12]. The yield is 0.930. (10) The reactants are Br[C:2]1[CH:7]=[CH:6][N:5]=[C:4]([NH:8][C:9](=[O:11])[CH3:10])[CH:3]=1.[CH3:12][C:13]1([CH3:29])[C:17]([CH3:19])([CH3:18])[O:16][B:15]([B:15]2[O:16][C:17]([CH3:19])([CH3:18])[C:13]([CH3:29])([CH3:12])[O:14]2)[O:14]1.CC([O-])=O.[K+]. The catalyst is C1C=CC(P(C2C=CC=CC=2)[C-]2C=CC=C2)=CC=1.C1C=CC(P(C2C=CC=CC=2)[C-]2C=CC=C2)=CC=1.Cl[Pd]Cl.[Fe+2].CN(C=O)C. The product is [CH3:12][C:13]1([CH3:29])[C:17]([CH3:19])([CH3:18])[O:16][B:15]([C:2]2[CH:7]=[CH:6][N:5]=[C:4]([NH:8][C:9](=[O:11])[CH3:10])[CH:3]=2)[O:14]1. The yield is 0.290.